Dataset: Full USPTO retrosynthesis dataset with 1.9M reactions from patents (1976-2016). Task: Predict the reactants needed to synthesize the given product. (1) The reactants are: [S:1]1[C:6]2[CH:7]=[CH:8][C:9]([CH2:11][OH:12])=[CH:10][C:5]=2[NH:4][CH2:3][CH2:2]1.COC(C1C=CC2SCC(=O)NC=2C=1)=O.[H-].[H-].[H-].[H-].[Li+].[Al+3].[OH-].[Na+]. Given the product [S:1]1[C:6]2[CH:7]=[CH:8][C:9]([CH:11]=[O:12])=[CH:10][C:5]=2[NH:4][CH2:3][CH2:2]1, predict the reactants needed to synthesize it. (2) Given the product [CH2:29]([C:22]1[C:21]([CH2:20][S:1][C:2]2[N:7]=[C:6]([OH:8])[CH:5]=[C:4]([C:9]([F:12])([F:10])[F:11])[N:3]=2)=[C:26]([CH2:27][CH3:28])[CH:25]=[CH:24][N:23]=1)[CH3:30], predict the reactants needed to synthesize it. The reactants are: [SH:1][C:2]1[N:7]=[C:6]([OH:8])[CH:5]=[C:4]([C:9]([F:12])([F:11])[F:10])[N:3]=1.C(=O)([O-])[O-].[K+].[K+].Br[CH2:20][C:21]1[C:22]([CH2:29][CH3:30])=[N:23][CH:24]=[CH:25][C:26]=1[CH2:27][CH3:28]. (3) Given the product [N:7]1[CH:8]=[CH:9][CH:10]=[CH:11][C:6]=1[C:4]1[CH:5]=[N:1][N:2]([C:19]2[N:24]=[C:23]([C:25]#[N:26])[CH:22]=[CH:21][CH:20]=2)[CH:3]=1, predict the reactants needed to synthesize it. The reactants are: [NH:1]1[CH:5]=[C:4]([C:6]2[CH:11]=[CH:10][CH:9]=[CH:8][N:7]=2)[CH:3]=[N:2]1.C(=O)([O-])[O-].[K+].[K+].F[C:19]1[N:24]=[C:23]([C:25]#[N:26])[CH:22]=[CH:21][CH:20]=1. (4) The reactants are: [NH2:1][C@@H:2]([CH2:7][C:8]1[CH:13]=[CH:12][C:11]([C:14]2[CH:19]=[CH:18][CH:17]=[C:16]([CH2:20][NH:21][CH2:22][C:23](=[O:30])[C:24]3[CH:29]=[CH:28][CH:27]=[CH:26][CH:25]=3)[CH:15]=2)=[CH:10][CH:9]=1)[C:3]([O:5][CH3:6])=[O:4].[C:31]([CH2:39][C:40](=O)[CH3:41])(=[O:38])[C:32]1[CH:37]=[CH:36][CH:35]=[CH:34][CH:33]=1. Given the product [C:23]([CH2:22][NH:21][CH2:20][C:16]1[CH:15]=[C:14]([C:11]2[CH:10]=[CH:9][C:8]([CH2:7][C@H:2]([NH:1][C:40]([CH3:41])=[CH:39][C:31](=[O:38])[C:32]3[CH:37]=[CH:36][CH:35]=[CH:34][CH:33]=3)[C:3]([O:5][CH3:6])=[O:4])=[CH:13][CH:12]=2)[CH:19]=[CH:18][CH:17]=1)(=[O:30])[C:24]1[CH:25]=[CH:26][CH:27]=[CH:28][CH:29]=1, predict the reactants needed to synthesize it.